From a dataset of Full USPTO retrosynthesis dataset with 1.9M reactions from patents (1976-2016). Predict the reactants needed to synthesize the given product. (1) Given the product [F:32][C:19]1[CH:18]=[CH:17][C:16]([C:9]2[N:10]=[C:11]([CH:13]([CH3:15])[CH3:14])[S:12][C:8]=2[C:6]2[CH:5]=[CH:4][N:3]=[C:2]([NH:38][CH2:37][CH2:36][CH2:35][S:34][CH3:33])[N:7]=2)=[CH:21][C:20]=1[NH:22][S:23]([C:26]1[N:27]=[CH:28][N:29]([CH3:31])[CH:30]=1)(=[O:25])=[O:24], predict the reactants needed to synthesize it. The reactants are: Cl[C:2]1[N:7]=[C:6]([C:8]2[S:12][C:11]([CH:13]([CH3:15])[CH3:14])=[N:10][C:9]=2[C:16]2[CH:17]=[CH:18][C:19]([F:32])=[C:20]([NH:22][S:23]([C:26]3[N:27]=[CH:28][N:29]([CH3:31])[CH:30]=3)(=[O:25])=[O:24])[CH:21]=2)[CH:5]=[CH:4][N:3]=1.[CH3:33][S:34][CH2:35][CH2:36][CH2:37][NH2:38]. (2) Given the product [OH:50][CH2:49][CH2:42][O:41][C:40](=[O:46])[NH:17][C:16]1[CH:15]=[CH:14][C:13]([C:11]2[N:10]=[C:9]3[N:20]([CH2:23][C:24]([F:26])([F:27])[F:25])[N:21]=[CH:22][C:8]3=[C:7]([N:5]3[CH2:6][C@@H:1]4[CH2:28][C@H:4]3[CH2:3][O:2]4)[N:12]=2)=[CH:19][CH:18]=1, predict the reactants needed to synthesize it. The reactants are: [C@H:1]12[CH2:28][C@H:4]([N:5]([C:7]3[N:12]=[C:11]([C:13]4[CH:19]=[CH:18][C:16]([NH2:17])=[CH:15][CH:14]=4)[N:10]=[C:9]4[N:20]([CH2:23][C:24]([F:27])([F:26])[F:25])[N:21]=[CH:22][C:8]=34)[CH2:6]1)[CH2:3][O:2]2.C(N(CC)CC)C.ClC(Cl)(O[C:40](=[O:46])[O:41][C:42](Cl)(Cl)Cl)Cl.N(C1C=CC(C2N=C3N(CC(F)(F)F)N=CC3=C(N3C[C@@H]4C[C@H]3CO4)N=2)=CC=1)=[C:49]=[O:50]. (3) The reactants are: [OH:1][C:2]1[C:10]2[C:9]([CH2:11][CH2:12][C:13]3[CH:18]=[CH:17][CH:16]=[CH:15][CH:14]=3)=[CH:8][S:7][C:6]=2[CH:5]=[CH:4][CH:3]=1.[C:19]([O:22][C@@H:23]1[C@@H:35]([O:36][C:37](=[O:39])[CH3:38])[C@H:34]([O:40][C:41](=[O:43])[CH3:42])[C@@H:33]([CH2:44][O:45][C:46](=[O:48])[CH3:47])[O:32][C@@H:24]1OC(=N)C(Cl)(Cl)Cl)(=[O:21])[CH3:20]. Given the product [C:19]([O:22][C@@H:23]1[C@@H:35]([O:36][C:37](=[O:39])[CH3:38])[C@H:34]([O:40][C:41](=[O:43])[CH3:42])[C@@H:33]([CH2:44][O:45][C:46](=[O:48])[CH3:47])[O:32][C@H:24]1[O:1][C:2]1[C:10]2[C:9]([CH2:11][CH2:12][C:13]3[CH:14]=[CH:15][CH:16]=[CH:17][CH:18]=3)=[CH:8][S:7][C:6]=2[CH:5]=[CH:4][CH:3]=1)(=[O:21])[CH3:20], predict the reactants needed to synthesize it. (4) Given the product [NH2:23][C:22]1[C:13]2[C:12](=[N:11][C:10]([NH:9][CH2:8][CH2:1][C:2]3[CH:3]=[CH:4][CH:5]=[CH:6][CH:7]=3)=[C:19]3[CH2:18][C:16]([CH3:17])([CH3:20])[CH2:15][C:14]3=2)[S:24][C:32]=1[C:33]([NH2:35])=[O:34], predict the reactants needed to synthesize it. The reactants are: [CH2:1]([CH2:8][NH:9][C:10]1[C:19]2[CH2:18][CH2:17][C:16](C)([CH3:20])[CH2:15][C:14]=2[C:13]([C:22]#[N:23])=[C:12]([SH:24])[N:11]=1)[C:2]1[CH:7]=[CH:6][CH:5]=[CH:4][CH:3]=1.C(=O)([O-])[O-].[K+].[K+].Cl[CH2:32][C:33]([NH2:35])=[O:34]. (5) Given the product [Cl:1][C:2]1[CH:7]=[CH:6][C:5]([CH:8]2[CH:17]([C:18]([O:20][CH3:21])=[O:19])[CH:16]([OH:22])[C:15]3[C:10](=[CH:11][CH:12]=[CH:13][CH:14]=3)[O:9]2)=[CH:4][C:3]=1[C:23]([F:26])([F:24])[F:25], predict the reactants needed to synthesize it. The reactants are: [Cl:1][C:2]1[CH:7]=[CH:6][C:5]([CH:8]2[CH:17]([C:18]([O:20][CH3:21])=[O:19])[C:16](=[O:22])[C:15]3[C:10](=[CH:11][CH:12]=[CH:13][CH:14]=3)[O:9]2)=[CH:4][C:3]=1[C:23]([F:26])([F:25])[F:24].CO.[BH4-].[Na+].Cl.